Dataset: Forward reaction prediction with 1.9M reactions from USPTO patents (1976-2016). Task: Predict the product of the given reaction. (1) Given the reactants [OH:1][C@H:2]([C:31]1[CH:36]=[CH:35][CH:34]=[C:33]([OH:37])[CH:32]=1)[CH2:3][NH:4][CH:5]([CH3:30])[CH2:6][CH2:7][CH2:8][C:9]1[CH:14]=[CH:13][C:12]([CH2:15][CH2:16][CH2:17][CH2:18][NH:19]C(=O)OCC2C=CC=CC=2)=[CH:11][CH:10]=1.[CH2:38]([OH:40])C, predict the reaction product. The product is: [OH-:1].[NH4+:4].[CH3:38][OH:40].[NH2:19][CH2:18][CH2:17][CH2:16][CH2:15][C:12]1[CH:11]=[CH:10][C:9]([CH2:8][CH2:7][CH2:6][CH:5]([NH:4][CH2:3][C@@H:2]([C:31]2[CH:32]=[C:33]([OH:37])[CH:34]=[CH:35][CH:36]=2)[OH:1])[CH3:30])=[CH:14][CH:13]=1. (2) Given the reactants [C:1]([O:5][C:6](=[O:26])[CH:7]([C:15]1[CH:20]=[C:19]([F:21])[CH:18]=[C:17](F)[C:16]=1[N+:23]([O-:25])=[O:24])[C:8]([O:10][C:11]([CH3:14])([CH3:13])[CH3:12])=[O:9])([CH3:4])([CH3:3])[CH3:2].[NH3:27], predict the reaction product. The product is: [C:1]([O:5][C:6](=[O:26])[CH:7]([C:15]1[CH:20]=[C:19]([F:21])[CH:18]=[C:17]([NH2:27])[C:16]=1[N+:23]([O-:25])=[O:24])[C:8]([O:10][C:11]([CH3:14])([CH3:13])[CH3:12])=[O:9])([CH3:4])([CH3:3])[CH3:2].